Dataset: Full USPTO retrosynthesis dataset with 1.9M reactions from patents (1976-2016). Task: Predict the reactants needed to synthesize the given product. (1) Given the product [Cl:12][C:9]1[CH:8]=[C:3]([C:2]([F:1])=[CH:11][N:10]=1)[C:4]([O:6][CH3:7])=[O:5].[Cl:25][C:11]1[C:2]([F:1])=[C:3]([CH:8]=[CH:9][N:10]=1)[C:4]([O:6][CH3:7])=[O:5], predict the reactants needed to synthesize it. The reactants are: [F:1][C:2]1[CH:11]=[N:10][CH:9]=[CH:8][C:3]=1[C:4]([O:6][CH3:7])=[O:5].[Cl:12]C1C=CC=C(C(OO)=O)C=1.P(Cl)(Cl)([Cl:25])=O. (2) Given the product [Cl:18][CH:19]([C:23]1[CH:28]=[CH:27][CH:26]=[CH:25][CH:24]=1)[C:20]([NH:8][C:6]1[CH:5]=[CH:4][CH:3]=[C:2]([CH3:1])[N:7]=1)=[O:21], predict the reactants needed to synthesize it. The reactants are: [CH3:1][C:2]1[N:7]=[C:6]([NH2:8])[CH:5]=[CH:4][CH:3]=1.C(N(C(C)C)CC)(C)C.[Cl:18][CH:19]([C:23]1[CH:28]=[CH:27][CH:26]=[CH:25][CH:24]=1)[C:20](Cl)=[O:21]. (3) The reactants are: [NH2:1][C@H:2]([CH3:19])[C@@H:3]([OH:18])[CH2:4][N:5]([CH2:16][CH3:17])[CH2:6][CH2:7][CH2:8][C:9]1[CH:14]=[CH:13][C:12]([F:15])=[CH:11][CH:10]=1.[CH3:20][N:21]1[C:25]([C:26]2[CH:27]=[C:28]([NH:32][C:33](=O)[O:34]C3C=CC=CC=3)[CH:29]=[CH:30][CH:31]=2)=[N:24][N:23]=[N:22]1. Given the product [CH2:16]([N:5]([CH2:6][CH2:7][CH2:8][C:9]1[CH:10]=[CH:11][C:12]([F:15])=[CH:13][CH:14]=1)[CH2:4][C@H:3]([OH:18])[C@H:2]([NH:1][C:33]([NH:32][C:28]1[CH:29]=[CH:30][CH:31]=[C:26]([C:25]2[N:21]([CH3:20])[N:22]=[N:23][N:24]=2)[CH:27]=1)=[O:34])[CH3:19])[CH3:17], predict the reactants needed to synthesize it. (4) The reactants are: [F:1][C:2]([F:7])([F:6])[C:3]([OH:5])=[O:4].[NH2:8][C:9]1[N:10]([CH3:29])[C:11](=[O:28])[C:12]2([N:27]=1)[C:21]1[C:16](=[CH:17][CH:18]=[C:19](Br)[CH:20]=1)[C:15]([F:24])([F:23])[C:14]([CH3:26])([CH3:25])[CH2:13]2.[N:30]1[CH:35]=[C:34](B(O)O)[CH:33]=[N:32][CH:31]=1.C([O-])([O-])=O.[Na+].[Na+].O1CCOCC1. Given the product [F:1][C:2]([F:7])([F:6])[C:3]([OH:5])=[O:4].[NH2:8][C:9]1[N:10]([CH3:29])[C:11](=[O:28])[C:12]2([N:27]=1)[C:21]1[C:16](=[CH:17][CH:18]=[C:19]([C:34]3[CH:35]=[N:30][CH:31]=[N:32][CH:33]=3)[CH:20]=1)[C:15]([F:24])([F:23])[C:14]([CH3:26])([CH3:25])[CH2:13]2, predict the reactants needed to synthesize it.